The task is: Regression. Given a peptide amino acid sequence and an MHC pseudo amino acid sequence, predict their binding affinity value. This is MHC class I binding data.. This data is from Peptide-MHC class I binding affinity with 185,985 pairs from IEDB/IMGT. The peptide sequence is NGPASSTTL. The MHC is H-2-Dd with pseudo-sequence H-2-Dd. The binding affinity (normalized) is 0.500.